Task: Regression. Given a peptide amino acid sequence and an MHC pseudo amino acid sequence, predict their binding affinity value. This is MHC class I binding data.. Dataset: Peptide-MHC class I binding affinity with 185,985 pairs from IEDB/IMGT (1) The peptide sequence is ELRQLAQSL. The MHC is HLA-A02:16 with pseudo-sequence HLA-A02:16. The binding affinity (normalized) is 0.0847. (2) The binding affinity (normalized) is 0.705. The MHC is Patr-A0901 with pseudo-sequence Patr-A0901. The peptide sequence is HWKTPSFPNI. (3) The peptide sequence is AVFDRKSDAK. The MHC is HLA-B35:01 with pseudo-sequence HLA-B35:01. The binding affinity (normalized) is 0. (4) The peptide sequence is TYPVLEEMF. The MHC is HLA-B57:01 with pseudo-sequence HLA-B57:01. The binding affinity (normalized) is 0.0771. (5) The peptide sequence is KLVGINMSK. The MHC is HLA-A33:01 with pseudo-sequence HLA-A33:01. The binding affinity (normalized) is 0.0607. (6) The peptide sequence is RECGARVIL. The MHC is HLA-A30:01 with pseudo-sequence HLA-A30:01. The binding affinity (normalized) is 0.0847. (7) The peptide sequence is ITLILSNKLL. The MHC is HLA-A02:06 with pseudo-sequence HLA-A02:06. The binding affinity (normalized) is 0.236.